Task: Predict the product of the given reaction.. Dataset: Forward reaction prediction with 1.9M reactions from USPTO patents (1976-2016) (1) Given the reactants [CH3:1][O:2][C:3]1[CH:8]=[CH:7][C:6]([C:9]2[C:13]([C:14]([OH:16])=O)=[CH:12][O:11][N:10]=2)=[CH:5][CH:4]=1.C(N(C(C)C)C(C)C)C.CN(C(ON1N=NC2C=CC=CC1=2)=[N+](C)C)C.[B-](F)(F)(F)F.[CH3:48][CH:49]1[NH:53][CH2:52][C:51]([C:55]2[CH:60]=[CH:59][CH:58]=[CH:57][CH:56]=2)([OH:54])[CH2:50]1, predict the reaction product. The product is: [CH3:1][O:2][C:3]1[CH:4]=[CH:5][C:6]([C:9]2[C:13]([C:14]([N:53]3[CH:49]([CH3:48])[CH2:50][C:51]([C:55]4[CH:60]=[CH:59][CH:58]=[CH:57][CH:56]=4)([OH:54])[CH2:52]3)=[O:16])=[CH:12][O:11][N:10]=2)=[CH:7][CH:8]=1. (2) Given the reactants Br[C:2]1[CH:3]=[CH:4][C:5]2[O:11][CH:10]([C:12]([OH:15])([CH3:14])[CH3:13])[CH2:9][N:8]3[CH:16]=[C:17]([C:19]([O:21][CH3:22])=[O:20])[N:18]=[C:7]3[C:6]=2[CH:23]=1.[CH3:24][C:25]1[O:29][N:28]=[C:27]([C@:30]([OH:34])([C:32]#[CH:33])[CH3:31])[CH:26]=1, predict the reaction product. The product is: [OH:34][C@:30]([C:27]1[CH:26]=[C:25]([CH3:24])[O:29][N:28]=1)([CH3:31])[C:32]#[C:33][C:2]1[CH:3]=[CH:4][C:5]2[O:11][CH:10]([C:12]([OH:15])([CH3:14])[CH3:13])[CH2:9][N:8]3[CH:16]=[C:17]([C:19]([O:21][CH3:22])=[O:20])[N:18]=[C:7]3[C:6]=2[CH:23]=1. (3) Given the reactants [CH3:1][C:2]1[CH:3]=[N:4][C:5]([C:12]2[N:17]=[CH:16][CH:15]=[CH:14][N:13]=2)=[C:6]([CH:11]=1)[C:7]([O:9]C)=[O:8].[OH-].[Na+], predict the reaction product. The product is: [CH3:1][C:2]1[CH:3]=[N:4][C:5]([C:12]2[N:13]=[CH:14][CH:15]=[CH:16][N:17]=2)=[C:6]([CH:11]=1)[C:7]([OH:9])=[O:8]. (4) Given the reactants C([N:9]1[C@H:16]2[C@H:12]([N:13]([C:17]([O:19][C:20]3[CH:25]=[CH:24][CH:23]=[CH:22][C:21]=3[O:26][CH:27]([CH3:29])[CH3:28])=[O:18])[CH2:14]C2)[C@@H](O)C1)(=O)C1C=CC=CC=1.C(N1C=CN=C1)(N1C=CN=C1)=O.C(OC1C=CC=CC=1O)(C)C, predict the reaction product. The product is: [N:13]1([C:17]([O:19][C:20]2[CH:25]=[CH:24][CH:23]=[CH:22][C:21]=2[O:26][CH:27]([CH3:29])[CH3:28])=[O:18])[CH:12]=[CH:16][N:9]=[CH:14]1. (5) Given the reactants [CH2:1]([O:3][C:4](=[O:28])[C:5](=[CH:11][NH:12][C:13]1[CH:18]=[CH:17][C:16]([O:19][CH3:20])=[C:15]([C:21]2[C:22]([CH3:27])=[N:23][O:24][C:25]=2[CH3:26])[CH:14]=1)[C:6]([O:8]CC)=O)[CH3:2].CC1C(C2C=C([N+]([O-])=O)C=CC=2OC)=C(C)ON=1, predict the reaction product. The product is: [CH3:27][C:22]1[C:21]([C:15]2[CH:14]=[C:13]3[C:18]([C:6]([OH:8])=[C:5]([C:4]([O:3][CH2:1][CH3:2])=[O:28])[CH:11]=[N:12]3)=[CH:17][C:16]=2[O:19][CH3:20])=[C:25]([CH3:26])[O:24][N:23]=1. (6) Given the reactants [Cl:1][C:2]1[CH:3]=[CH:4][C:5]([NH:12][CH2:13][C:14]([F:17])([F:16])[F:15])=[C:6]([CH:11]=1)[C:7]([O:9]C)=[O:8].[OH-].[Na+], predict the reaction product. The product is: [Cl:1][C:2]1[CH:3]=[CH:4][C:5]([NH:12][CH2:13][C:14]([F:15])([F:16])[F:17])=[C:6]([CH:11]=1)[C:7]([OH:9])=[O:8]. (7) Given the reactants [CH2:1]([O:8][C:9]1[C:17]2[CH:16]([CH2:18][C:19]([O:21]CC)=[O:20])[O:15][B:14]([OH:24])[C:13]=2[CH:12]=[C:11]([O:25][C:26]2[CH:31]=[N:30][CH:29]=[CH:28][N:27]=2)[CH:10]=1)[C:2]1[CH:7]=[CH:6][CH:5]=[CH:4][CH:3]=1.[OH-].[Li+].Cl, predict the reaction product. The product is: [CH2:1]([O:8][C:9]1[C:17]2[CH:16]([CH2:18][C:19]([OH:21])=[O:20])[O:15][B:14]([OH:24])[C:13]=2[CH:12]=[C:11]([O:25][C:26]2[CH:31]=[N:30][CH:29]=[CH:28][N:27]=2)[CH:10]=1)[C:2]1[CH:3]=[CH:4][CH:5]=[CH:6][CH:7]=1.